Dataset: Experimentally validated miRNA-target interactions with 360,000+ pairs, plus equal number of negative samples. Task: Binary Classification. Given a miRNA mature sequence and a target amino acid sequence, predict their likelihood of interaction. The miRNA is mmu-miR-758-3p with sequence UUUGUGACCUGGUCCACUA. The protein sequence of the target gene is MDNKKKDKDKSDDRMARPSGRSGHSTRGTGSSSSGVLMVGPNFRVGKKIGCGNFGELRLGKNLYTNEYVAIKLEPMKSRAPQLHLEYRFYKQLGSGDGIPQVYYFGPCGKYNAMVLELLGPSLEDLFDLCDRTFSLKTVLMIAIQLISRMEYVHSKNLIYRDVKPENFLIGRPGNKAQQVIHIIDFGLAKEYIDPETKKHIPYREHKSLTGTARYMSINTHLGKEQSRRDDLEALGHMFMYFLRGSLPWQGLKADTLKERYQKIGDTKRATPIEVLCENFPEEMATYLRYVRRLDFFEKP.... Result: 0 (no interaction).